This data is from Reaction yield outcomes from USPTO patents with 853,638 reactions. The task is: Predict the reaction yield, written as a fraction of the theoretical maximum amount of product (1.0 means a 100% yield; for example, 0.34 means a 34% yield). (1) The reactants are [OH:1][C:2]1[C:7]2=[C:8]([CH3:20])[C:9]([O:11][CH2:12][CH2:13][CH2:14][NH:15][S:16]([CH3:19])(=[O:18])=[O:17])=[CH:10][N:6]2[N:5]=[CH:4][N:3]=1.[F:21][C:22]1[C:30](O)=[CH:29][CH:28]=[C:27]2[C:23]=1[CH:24]=[C:25]([CH3:32])[NH:26]2.C([O-])([O-])=O.[K+].[K+]. The catalyst is CN(C=O)C.ClCCl. The product is [F:21][C:22]1[C:30]([O:1][C:2]2[C:7]3=[C:8]([CH3:20])[C:9]([O:11][CH2:12][CH2:13][CH2:14][NH:15][S:16]([CH3:19])(=[O:18])=[O:17])=[CH:10][N:6]3[N:5]=[CH:4][N:3]=2)=[CH:29][CH:28]=[C:27]2[C:23]=1[CH:24]=[C:25]([CH3:32])[NH:26]2. The yield is 0.340. (2) The reactants are C([O:8][C:9]1[C:10]([O:15][CH2:16][CH:17]2[CH:21]3[O:22][C:23]([CH3:26])([CH3:25])[O:24][CH:20]3[CH:19]([N:27]3[CH:35]=[N:34][C:33]4[C:28]3=[N:29][CH:30]=[N:31][C:32]=4[NH:36][C:37]([NH:39][C:40]3[CH:45]=[CH:44][CH:43]=[CH:42][CH:41]=3)=[O:38])[O:18]2)=[N:11][CH:12]=[CH:13][CH:14]=1)C1C=CC=CC=1. The catalyst is CO.C(OCC)(=O)C.[Pd]. The product is [OH:8][C:9]1[C:10]([O:15][CH2:16][CH:17]2[CH:21]3[O:22][C:23]([CH3:26])([CH3:25])[O:24][CH:20]3[CH:19]([N:27]3[CH:35]=[N:34][C:33]4[C:28]3=[N:29][CH:30]=[N:31][C:32]=4[NH:36][C:37]([NH:39][C:40]3[CH:45]=[CH:44][CH:43]=[CH:42][CH:41]=3)=[O:38])[O:18]2)=[N:11][CH:12]=[CH:13][CH:14]=1. The yield is 0.310.